From a dataset of Full USPTO retrosynthesis dataset with 1.9M reactions from patents (1976-2016). Predict the reactants needed to synthesize the given product. (1) Given the product [CH3:37][C:31]([C:23]1[CH:24]=[C:25]2[C:30](=[C:21]([C:17]3[CH:18]=[CH:19][CH:20]=[C:15]([C:2]4[N:43]5[C:39]([S:40][CH:41]=[CH:42]5)=[N:38][C:3]=4[C:5]4[CH:10]=[CH:9][C:8]([S:11]([CH3:14])(=[O:12])=[O:13])=[CH:7][CH:6]=4)[CH:16]=3)[CH:22]=1)[N:29]=[CH:28][CH:27]=[CH:26]2)([S:33]([CH3:36])(=[O:35])=[O:34])[CH3:32], predict the reactants needed to synthesize it. The reactants are: Br[CH:2]([C:15]1[CH:20]=[CH:19][CH:18]=[C:17]([C:21]2[CH:22]=[C:23]([C:31]([CH3:37])([S:33]([CH3:36])(=[O:35])=[O:34])[CH3:32])[CH:24]=[C:25]3[C:30]=2[N:29]=[CH:28][CH:27]=[CH:26]3)[CH:16]=1)[C:3]([C:5]1[CH:10]=[CH:9][C:8]([S:11]([CH3:14])(=[O:13])=[O:12])=[CH:7][CH:6]=1)=O.[NH2:38][C:39]1[S:40][CH:41]=[CH:42][N:43]=1. (2) Given the product [F:1][C:2]1[CH:11]=[CH:10][C:9]([F:12])=[C:8]2[C:3]=1[C:4](=[O:18])[C:5]([C:13]([OH:15])=[O:14])=[CH:6][N:7]2[CH2:28][C:29]1[CH:34]=[CH:33][C:32]([O:35][CH3:36])=[CH:31][CH:30]=1, predict the reactants needed to synthesize it. The reactants are: [F:1][C:2]1[CH:11]=[CH:10][C:9]([F:12])=[C:8]2[C:3]=1[C:4](=[O:18])[C:5]([C:13]([O:15]CC)=[O:14])=[CH:6][NH:7]2.[I-].[K+].C(=O)([O-])[O-].[K+].[K+].Cl[CH2:28][C:29]1[CH:34]=[CH:33][C:32]([O:35][CH3:36])=[CH:31][CH:30]=1.